Dataset: Reaction yield outcomes from USPTO patents with 853,638 reactions. Task: Predict the reaction yield, written as a fraction of the theoretical maximum amount of product (1.0 means a 100% yield; for example, 0.34 means a 34% yield). The reactants are [NH2:1][C:2]1[CH:10]=[CH:9][C:8]([N+:11]([O-:13])=[O:12])=[CH:7][C:3]=1[C:4]([NH2:6])=[O:5].[OH:14][C:15]1[C:22]([CH3:23])=[CH:21][C:18]([CH:19]=O)=[CH:17][C:16]=1[CH3:24].S(=O)(O)[O-].[Na+].O.C1(C)C=CC(S(O)(=O)=O)=CC=1. The catalyst is O.CN(C)C(=O)C. The product is [OH:14][C:15]1[C:22]([CH3:23])=[CH:21][C:18]([C:19]2[NH:6][C:4](=[O:5])[C:3]3[C:2](=[CH:10][CH:9]=[C:8]([N+:11]([O-:13])=[O:12])[CH:7]=3)[N:1]=2)=[CH:17][C:16]=1[CH3:24]. The yield is 0.190.